This data is from Catalyst prediction with 721,799 reactions and 888 catalyst types from USPTO. The task is: Predict which catalyst facilitates the given reaction. (1) Reactant: [OH:1][C:2]1[C:3]([CH3:18])=[N:4][CH:5]=[C:6]([CH2:16][OH:17])[C:7]=1[CH:8]1[NH:12][CH:11]([C:13]([OH:15])=[O:14])[CH2:10][S:9]1.[C:19](OC(=O)C)(=[O:21])[CH3:20]. Product: [C:19]([N:12]1[CH:11]([C:13]([OH:15])=[O:14])[CH2:10][S:9][CH:8]1[C:7]1[C:6]([CH2:16][OH:17])=[CH:5][N:4]=[C:3]([CH3:18])[C:2]=1[OH:1])(=[O:21])[CH3:20]. The catalyst class is: 6. (2) Reactant: [F:1][C:2]1[C:7]([NH2:8])=[CH:6][CH:5]=[C:4]([F:9])[C:3]=1[NH:10][C:11]1[C:16]([C:17]2[N:25]=[CH:24][N:23]=[C:22]3[C:18]=2[N:19]=[CH:20][N:21]3[CH:26]2[CH2:31][CH2:30][CH2:29][CH2:28][O:27]2)=[CH:15][CH:14]=[CH:13][N:12]=1.[CH:32]1([S:35](Cl)(=[O:37])=[O:36])[CH2:34][CH2:33]1.N1C=CC=CC=1. Product: [F:1][C:2]1[C:3]([NH:10][C:11]2[C:16]([C:17]3[N:25]=[CH:24][N:23]=[C:22]4[C:18]=3[N:19]=[CH:20][N:21]4[CH:26]3[CH2:31][CH2:30][CH2:29][CH2:28][O:27]3)=[CH:15][CH:14]=[CH:13][N:12]=2)=[C:4]([F:9])[CH:5]=[CH:6][C:7]=1[NH:8][S:35]([CH:32]1[CH2:34][CH2:33]1)(=[O:37])=[O:36]. The catalyst class is: 4.